This data is from Catalyst prediction with 721,799 reactions and 888 catalyst types from USPTO. The task is: Predict which catalyst facilitates the given reaction. Reactant: [N:1]1([C:6]2[N:11]=[CH:10][C:9]([CH2:12][O:13][N:14]3C(=O)C4C(=CC=CC=4)C3=O)=[CH:8][CH:7]=2)[CH:5]=[CH:4][CH:3]=[N:2]1. Product: [N:1]1([C:6]2[N:11]=[CH:10][C:9]([CH2:12][O:13][NH2:14])=[CH:8][CH:7]=2)[CH:5]=[CH:4][CH:3]=[N:2]1. The catalyst class is: 547.